Dataset: Catalyst prediction with 721,799 reactions and 888 catalyst types from USPTO. Task: Predict which catalyst facilitates the given reaction. (1) Reactant: [CH3:1][O:2][CH2:3][CH2:4][CH2:5][N:6]([CH2:8][C:9]#[N:10])[CH3:7]. Product: [CH3:1][O:2][CH2:3][CH2:4][CH2:5][N:6]([CH3:7])[CH2:8][CH2:9][NH2:10]. The catalyst class is: 592. (2) Reactant: [C:1]([C:3]1[CH:4]=[C:5]2[C:10](=[CH:11][CH:12]=1)[NH:9][CH2:8][C@@H:7]([NH:13][S:14]([C:17]1[CH:22]=[CH:21][CH:20]=[CH:19][CH:18]=1)(=[O:16])=[O:15])[CH2:6]2)#[N:2].C(O)(=O)C.C1COCC1.I([Cl:35])(=O)=O.I(Cl)(=O)=O.I(Cl)(=O)=O.I(Cl)(=O)=O.C([N+](C)(C)C)C1C=CC=CC=1. Product: [Cl:35][C:11]1[CH:12]=[C:3]([C:1]#[N:2])[CH:4]=[C:5]2[C:10]=1[NH:9][CH2:8][CH:7]([NH:13][S:14]([C:17]1[CH:22]=[CH:21][CH:20]=[CH:19][CH:18]=1)(=[O:16])=[O:15])[CH2:6]2. The catalyst class is: 2. (3) Reactant: [CH3:1][O:2][C:3]1[C:7]([CH:8]=O)=[CH:6][N:5]([C:10]2[CH:11]=[N:12][C:13]([C:16]([F:19])([F:18])[F:17])=[CH:14][CH:15]=2)[N:4]=1.C(O)C.Cl.[NH2:24]O. Product: [CH3:1][O:2][C:3]1[C:7]([CH2:8][NH2:24])=[CH:6][N:5]([C:10]2[CH:11]=[N:12][C:13]([C:16]([F:19])([F:18])[F:17])=[CH:14][CH:15]=2)[N:4]=1. The catalyst class is: 6.